Dataset: Reaction yield outcomes from USPTO patents with 853,638 reactions. Task: Predict the reaction yield, written as a fraction of the theoretical maximum amount of product (1.0 means a 100% yield; for example, 0.34 means a 34% yield). The reactants are C(OP([CH2:9][C:10]([O:12][C:13]([CH3:16])([CH3:15])[CH3:14])=[O:11])(OCC)=O)C.[H-].[Na+].[CH3:19][C:20]1[CH:25]=[CH:24][N:23]=[C:22]([CH:26]=O)[CH:21]=1.O. The catalyst is O1CCCC1. The product is [CH3:19][C:20]1[CH:25]=[CH:24][N:23]=[C:22](/[CH:26]=[CH:9]/[C:10]([O:12][C:13]([CH3:14])([CH3:15])[CH3:16])=[O:11])[CH:21]=1. The yield is 0.700.